Dataset: Full USPTO retrosynthesis dataset with 1.9M reactions from patents (1976-2016). Task: Predict the reactants needed to synthesize the given product. (1) Given the product [F:1][C:2]1[CH:7]=[CH:6][C:5]([C@@:8]([C:12]2[CH:13]=[N:14][C:15]([N:18]3[CH2:23][CH2:22][NH:21][CH2:20][CH2:19]3)=[N:16][CH:17]=2)([CH3:11])[CH2:9][OH:10])=[CH:4][CH:3]=1, predict the reactants needed to synthesize it. The reactants are: [F:1][C:2]1[CH:7]=[CH:6][C:5]([C:8]([C:12]2[CH:13]=[N:14][C:15]([N:18]3[CH2:23][CH2:22][N:21](C(OC(C)(C)C)=O)[CH2:20][CH2:19]3)=[N:16][CH:17]=2)([CH3:11])[CH2:9][OH:10])=[CH:4][CH:3]=1.Cl.O1CCOCC1. (2) Given the product [CH:10]([N:23]1[C:31]2[C:26](=[CH:27][C:28]([Cl:32])=[CH:29][CH:30]=2)[C:25]([CH2:67][CH2:66][CH2:65][C:62]2[CH:63]=[CH:64][C:9]([C:8]([OH:7])=[O:73])=[CH:60][CH:61]=2)=[C:24]1[CH2:33][CH2:34][NH:35][S:36]([CH2:39][C:40]1[C:45]([CH3:46])=[CH:44][CH:43]=[CH:42][C:41]=1[CH3:47])(=[O:38])=[O:37])([C:11]1[CH:12]=[CH:13][CH:14]=[CH:15][CH:16]=1)[C:17]1[CH:18]=[CH:19][CH:20]=[CH:21][CH:22]=1, predict the reactants needed to synthesize it. The reactants are: B(F)(F)F.CC[O:7][CH2:8][CH3:9].[CH:10]([N:23]1[C:31]2[C:26](=[CH:27][C:28]([Cl:32])=[CH:29][CH:30]=2)[CH:25]=[C:24]1[CH2:33][CH2:34][NH:35][S:36]([CH2:39][C:40]1[C:45]([CH3:46])=[CH:44][CH:43]=[CH:42][C:41]=1[CH3:47])(=[O:38])=[O:37])([C:17]1[CH:22]=[CH:21][CH:20]=[CH:19][CH:18]=1)[C:11]1[CH:16]=[CH:15][CH:14]=[CH:13][CH:12]=1.C([SiH](CC)CC)C.C(OC(=O)C1[CH:64]=[CH:63][C:62]([CH2:65][CH2:66][CH:67]=O)=[CH:61][CH:60]=1)C.FC(F)(F)C(O)=[O:73].B(F)(F)F.C(=O)(O)[O-].[Na+].[OH-].[Na+].C(O)(=O)C. (3) Given the product [N:26]1[NH:27][N:28]=[N:19][C:18]=1[C:15]1[CH:16]=[C:17]2[C:12](=[CH:13][CH:14]=1)[NH:11][N:10]=[C:9]2[C:5]1[CH:6]=[CH:7][CH:8]=[C:3]([O:2][CH3:1])[CH:4]=1, predict the reactants needed to synthesize it. The reactants are: [CH3:1][O:2][C:3]1[CH:4]=[C:5]([C:9]2[C:17]3[C:12](=[CH:13][CH:14]=[C:15]([C:18]#[N:19])[CH:16]=3)[N:11](C3CCCCO3)[N:10]=2)[CH:6]=[CH:7][CH:8]=1.[N:26]([Sn](CCCC)(CCCC)CCCC)=[N+:27]=[N-:28].Cl.O. (4) Given the product [C:1]([O:5][C:6]([N:8]1[CH2:13][CH2:12][N:11]([CH:14]2[CH2:17][CH2:16][CH2:15]2)[CH2:10][CH2:9]1)=[O:7])([CH3:4])([CH3:2])[CH3:3], predict the reactants needed to synthesize it. The reactants are: [C:1]([O:5][C:6]([N:8]1[CH2:13][CH2:12][NH:11][CH2:10][CH2:9]1)=[O:7])([CH3:4])([CH3:3])[CH3:2].[C:14]1(=O)[CH2:17][CH2:16][CH2:15]1.C(O[BH-](OC(=O)C)OC(=O)C)(=O)C.[Na+].